This data is from Cav3 T-type calcium channel HTS with 100,875 compounds. The task is: Binary Classification. Given a drug SMILES string, predict its activity (active/inactive) in a high-throughput screening assay against a specified biological target. The drug is O=C(N1CCN(CC1)CC(=O)Nc1cc2OCOc2cc1)c1occc1. The result is 0 (inactive).